The task is: Predict the reactants needed to synthesize the given product.. This data is from Full USPTO retrosynthesis dataset with 1.9M reactions from patents (1976-2016). Given the product [C:1]([C:3]1([NH:6][C:7](=[O:34])[C@@H:8]([NH:9][C@@H:10]([C:15]2[CH:20]=[CH:19][C:18]([C:38]3[CH:39]=[CH:40][C:41]([F:42])=[C:36]([F:35])[CH:37]=3)=[CH:17][CH:16]=2)[C:11]([F:12])([F:14])[F:13])[CH2:31][CH2:32][CH3:33])[CH2:5][CH2:4]1)#[N:2], predict the reactants needed to synthesize it. The reactants are: [C:1]([C:3]1([NH:6][C:7](=[O:34])[C@H:8]([CH2:31][CH2:32][CH3:33])[NH:9][C@@H:10]([C:15]2[CH:20]=[CH:19][C:18](C3C=CC(S(C)(=O)=O)=CC=3)=[CH:17][CH:16]=2)[C:11]([F:14])([F:13])[F:12])[CH2:5][CH2:4]1)#[N:2].[F:35][C:36]1[CH:37]=[C:38](B(O)O)[CH:39]=[CH:40][C:41]=1[F:42].BrC1C=CC([C@H](N[C@H](C(NC2(C#N)CC2)=O)CCC)C(F)(F)F)=CC=1.